From a dataset of Reaction yield outcomes from USPTO patents with 853,638 reactions. Predict the reaction yield, written as a fraction of the theoretical maximum amount of product (1.0 means a 100% yield; for example, 0.34 means a 34% yield). (1) The reactants are Br[C:2]1[CH:9]=[CH:8][C:7]([F:10])=[CH:6][C:3]=1[CH:4]=[O:5].[CH3:11][O:12][C:13]1[CH:20]=[CH:19][C:16]([CH:17]=[CH2:18])=[CH:15][CH:14]=1.C1(C)C=CC=CC=1P(C1C=CC=CC=1C)C1C=CC=CC=1C.C(N(CC)CC)C. The catalyst is CN(C=O)C.C([O-])(=O)C.[Pd+2].C([O-])(=O)C. The product is [F:10][C:7]1[CH:8]=[CH:9][C:2](/[CH:18]=[CH:17]/[C:16]2[CH:19]=[CH:20][C:13]([O:12][CH3:11])=[CH:14][CH:15]=2)=[C:3]([CH:6]=1)[CH:4]=[O:5]. The yield is 0.550. (2) The reactants are [Br:1][C:2]1[CH:3]=[N:4][CH:5]=[C:6]([CH:10]=1)[C:7]([OH:9])=O.C(Cl)(=O)C(Cl)=O.[CH:17]1([CH2:20][NH2:21])[CH2:19][CH2:18]1.C([O-])(O)=O.[Na+]. The catalyst is C(Cl)Cl.CN(C=O)C. The product is [Br:1][C:2]1[CH:3]=[N:4][CH:5]=[C:6]([CH:10]=1)[C:7]([NH:21][CH2:20][CH:17]1[CH2:19][CH2:18]1)=[O:9]. The yield is 0.710. (3) The reactants are [CH:1]1([C:4]2[NH:8][N:7]=[C:6]([NH:9][C:10]3[C:11]([F:27])=[C:12]([NH:17][C@H:18]([C:20]4[CH:25]=[CH:24][C:23]([F:26])=[CH:22][CH:21]=4)[CH3:19])[CH:13]=[CH:14][C:15]=3[NH2:16])[CH:5]=2)[CH2:3][CH2:2]1.[C:28](O)(=O)C.C(N)=N.C(=O)(O)[O-].[Na+].CCOC(C)=O. The catalyst is CCO. The product is [CH:1]1([C:4]2[NH:8][N:7]=[C:6]([N:9]3[C:10]4[C:11]([F:27])=[C:12]([NH:17][C@H:18]([C:20]5[CH:21]=[CH:22][C:23]([F:26])=[CH:24][CH:25]=5)[CH3:19])[CH:13]=[CH:14][C:15]=4[N:16]=[CH:28]3)[CH:5]=2)[CH2:3][CH2:2]1. The yield is 0.330. (4) The reactants are [Cl:1][C:2]1[CH:10]=[C:9]([CH3:11])[C:5]([C:6]([OH:8])=[O:7])=[C:4]([I:12])[CH:3]=1.[C:13]([O-])([O-])=O.[K+].[K+].CI. The catalyst is CC(C)=O. The product is [CH3:13][O:7][C:6](=[O:8])[C:5]1[C:9]([CH3:11])=[CH:10][C:2]([Cl:1])=[CH:3][C:4]=1[I:12]. The yield is 0.470. (5) The catalyst is C1COCC1.O. The yield is 1.00. The reactants are C[O:2][C:3](=[O:36])[CH:4]([CH2:24][CH:25]=[CH:26][CH2:27][P:28]([O:33][CH2:34][CH3:35])([O:30][CH2:31][CH3:32])=[O:29])[CH2:5][C:6]([CH3:23])=[CH:7][CH2:8][C:9]1[C:10]([OH:22])=[C:11]2[C:15](=[C:16]([CH3:20])[C:17]=1[O:18][CH3:19])[CH2:14][O:13][C:12]2=[O:21].[OH-].[Li+]. The product is [CH2:31]([O:30][P:28]([CH2:27][CH:26]=[CH:25][CH2:24][CH:4]([CH2:5][C:6]([CH3:23])=[CH:7][CH2:8][C:9]1[C:10]([OH:22])=[C:11]2[C:15](=[C:16]([CH3:20])[C:17]=1[O:18][CH3:19])[CH2:14][O:13][C:12]2=[O:21])[C:3]([OH:36])=[O:2])([O:33][CH2:34][CH3:35])=[O:29])[CH3:32]. (6) The reactants are Br[C:2]1[CH:10]=[C:9]([C:11]([OH:13])=[O:12])[C:8]([N+:14]([O-:16])=[O:15])=[CH:7][C:3]=1[C:4]([OH:6])=[O:5].C([O-])(=[O:19])C.[Na+].[OH-].[Na+]. The catalyst is O.[Cu]. The product is [OH:19][C:2]1[CH:10]=[C:9]([C:11]([OH:13])=[O:12])[C:8]([N+:14]([O-:16])=[O:15])=[CH:7][C:3]=1[C:4]([OH:6])=[O:5]. The yield is 0.820.